From a dataset of Full USPTO retrosynthesis dataset with 1.9M reactions from patents (1976-2016). Predict the reactants needed to synthesize the given product. (1) The reactants are: [F:1][C:2]1[CH:25]=[CH:24][C:5]([CH2:6][N:7]([CH2:18][CH:19](OC)OC)S(C2C=CC(C)=CC=2)(=O)=O)=[CH:4][C:3]=1[Cl:26].BrC1C=C2C(=CC=1)C=NC=C2. Given the product [F:1][C:2]1[CH:25]=[C:24]2[C:5](=[CH:4][C:3]=1[Cl:26])[CH:6]=[N:7][CH:18]=[CH:19]2, predict the reactants needed to synthesize it. (2) Given the product [CH3:1][O:2][C:3](=[O:21])[C:4]1[CH:9]=[CH:8][C:7]([C:10]2[C:26]([C:25]([CH:22]3[CH2:24][CH2:23]3)=[O:30])=[C:27]([CH3:28])[N:17]=[C:16]3[S:15][C:14]4[CH2:18][CH2:19][CH2:20][C:13]=4[C:12]=23)=[CH:6][CH:5]=1, predict the reactants needed to synthesize it. The reactants are: [CH3:1][O:2][C:3](=[O:21])[C:4]1[CH:9]=[CH:8][C:7]([C:10]([C:12]2[C:13]3[CH2:20][CH2:19][CH2:18][C:14]=3[S:15][C:16]=2[NH2:17])=O)=[CH:6][CH:5]=1.[CH:22]1([C:25](=[O:30])[CH2:26][C:27](=O)[CH3:28])[CH2:24][CH2:23]1. (3) Given the product [CH:1]1([NH:4][C:5]([C:6]2[CH:11]=[CH:10][C:9]([CH3:12])=[C:8]([C:13]3[CH:14]=[C:15]4[C:19](=[CH:20][CH:21]=3)[N:18]([CH2:26][C:27]([O:29][CH3:30])=[O:28])[N:17]=[CH:16]4)[CH:7]=2)=[O:22])[CH2:3][CH2:2]1, predict the reactants needed to synthesize it. The reactants are: [CH:1]1([NH:4][C:5](=[O:22])[C:6]2[CH:11]=[CH:10][C:9]([CH3:12])=[C:8]([C:13]3[CH:14]=[C:15]4[C:19](=[CH:20][CH:21]=3)[NH:18][N:17]=[CH:16]4)[CH:7]=2)[CH2:3][CH2:2]1.[H-].[Na+].Cl[CH2:26][C:27]([O:29][CH3:30])=[O:28].N. (4) The reactants are: C(OC(=O)[NH:7][C:8]1([C:12]2[CH:17]=[CH:16][C:15]([C:18]3[O:19][C:20]4[C:25]([C:26](=[O:34])[C:27]=3[C:28]3[CH:33]=[CH:32][CH:31]=[CH:30][CH:29]=3)=[CH:24][CH:23]=[CH:22][CH:21]=4)=[CH:14][CH:13]=2)[CH2:11][CH2:10][CH2:9]1)(C)(C)C.C(O)(C(F)(F)F)=O.C(Cl)[Cl:44]. Given the product [ClH:44].[NH2:7][C:8]1([C:12]2[CH:13]=[CH:14][C:15]([C:18]3[O:19][C:20]4[C:25]([C:26](=[O:34])[C:27]=3[C:28]3[CH:33]=[CH:32][CH:31]=[CH:30][CH:29]=3)=[CH:24][CH:23]=[CH:22][CH:21]=4)=[CH:16][CH:17]=2)[CH2:9][CH2:10][CH2:11]1, predict the reactants needed to synthesize it.